Task: Regression. Given two drug SMILES strings and cell line genomic features, predict the synergy score measuring deviation from expected non-interaction effect.. Dataset: NCI-60 drug combinations with 297,098 pairs across 59 cell lines (1) Drug 1: C1=NC2=C(N=C(N=C2N1C3C(C(C(O3)CO)O)O)F)N. Drug 2: CC1=C2C(C(=O)C3(C(CC4C(C3C(C(C2(C)C)(CC1OC(=O)C(C(C5=CC=CC=C5)NC(=O)OC(C)(C)C)O)O)OC(=O)C6=CC=CC=C6)(CO4)OC(=O)C)O)C)O. Cell line: SF-268. Synergy scores: CSS=-3.60, Synergy_ZIP=1.55, Synergy_Bliss=-9.98, Synergy_Loewe=-9.01, Synergy_HSA=-8.97. (2) Drug 1: COC1=C(C=C2C(=C1)N=CN=C2NC3=CC(=C(C=C3)F)Cl)OCCCN4CCOCC4. Drug 2: CCCS(=O)(=O)NC1=C(C(=C(C=C1)F)C(=O)C2=CNC3=C2C=C(C=N3)C4=CC=C(C=C4)Cl)F. Cell line: HCT-15. Synergy scores: CSS=30.0, Synergy_ZIP=3.01, Synergy_Bliss=4.75, Synergy_Loewe=-6.03, Synergy_HSA=2.85.